This data is from NCI-60 drug combinations with 297,098 pairs across 59 cell lines. The task is: Regression. Given two drug SMILES strings and cell line genomic features, predict the synergy score measuring deviation from expected non-interaction effect. (1) Drug 1: COCCOC1=C(C=C2C(=C1)C(=NC=N2)NC3=CC=CC(=C3)C#C)OCCOC.Cl. Drug 2: CC1C(C(CC(O1)OC2CC(CC3=C2C(=C4C(=C3O)C(=O)C5=C(C4=O)C(=CC=C5)OC)O)(C(=O)CO)O)N)O.Cl. Cell line: NCI/ADR-RES. Synergy scores: CSS=27.9, Synergy_ZIP=-7.46, Synergy_Bliss=1.21, Synergy_Loewe=3.81, Synergy_HSA=4.21. (2) Drug 1: CC1=C(C(CCC1)(C)C)C=CC(=CC=CC(=CC(=O)O)C)C. Drug 2: COC1=NC(=NC2=C1N=CN2C3C(C(C(O3)CO)O)O)N. Cell line: RPMI-8226. Synergy scores: CSS=34.1, Synergy_ZIP=-1.24, Synergy_Bliss=-1.99, Synergy_Loewe=-19.0, Synergy_HSA=-2.15. (3) Drug 1: C1C(C(OC1N2C=NC3=C(N=C(N=C32)Cl)N)CO)O. Drug 2: C1CNP(=O)(OC1)N(CCCl)CCCl. Cell line: MOLT-4. Synergy scores: CSS=56.4, Synergy_ZIP=-1.46, Synergy_Bliss=-2.89, Synergy_Loewe=-29.2, Synergy_HSA=-2.74. (4) Drug 1: C1CC(C1)(C(=O)O)C(=O)O.[NH2-].[NH2-].[Pt+2]. Drug 2: CS(=O)(=O)CCNCC1=CC=C(O1)C2=CC3=C(C=C2)N=CN=C3NC4=CC(=C(C=C4)OCC5=CC(=CC=C5)F)Cl. Cell line: SNB-75. Synergy scores: CSS=5.11, Synergy_ZIP=-0.587, Synergy_Bliss=-0.186, Synergy_Loewe=-4.19, Synergy_HSA=-3.37.